Dataset: Full USPTO retrosynthesis dataset with 1.9M reactions from patents (1976-2016). Task: Predict the reactants needed to synthesize the given product. (1) Given the product [Br:1][C:2]1[CH:3]=[CH:4][C:5]2[C:9]([C:10]([O:12][CH2:13][CH3:14])=[O:11])=[C:8]([NH:15][C:18]3[CH:23]=[C:22]([F:24])[CH:21]=[CH:20][C:19]=3[N+:25]([O-:27])=[O:26])[S:7][C:6]=2[CH:16]=1, predict the reactants needed to synthesize it. The reactants are: [Br:1][C:2]1[CH:3]=[CH:4][C:5]2[C:9]([C:10]([O:12][CH2:13][CH3:14])=[O:11])=[C:8]([NH2:15])[S:7][C:6]=2[CH:16]=1.F[C:18]1[CH:23]=[C:22]([F:24])[CH:21]=[CH:20][C:19]=1[N+:25]([O-:27])=[O:26]. (2) Given the product [F:100][C:99]([F:102])([F:101])[C:97]([OH:103])=[O:98].[C:8]1([C@H:14]([N:16]2[CH2:25][C:24]3[C:19](=[CH:20][C:21]4[NH:28][N:27]=[C:26]([NH:48][C@@H:49]([CH3:54])[C:50]([F:52])([F:51])[F:53])[C:22]=4[CH:23]=3)[NH:18][C:17]2=[O:55])[CH3:15])[CH:13]=[CH:12][CH:11]=[CH:10][CH:9]=1, predict the reactants needed to synthesize it. The reactants are: C([SiH](CC)CC)C.[C:8]1([C@H:14]([N:16]2[CH2:25][C:24]3[C:19](=[CH:20][C:21]4[N:28](C(C5C=CC=CC=5)(C5C=CC=CC=5)C5C=CC=CC=5)[N:27]=[C:26]([NH:48][C@@H:49]([CH3:54])[C:50]([F:53])([F:52])[F:51])[C:22]=4[CH:23]=3)[NH:18][C:17]2=[O:55])[CH3:15])[CH:13]=[CH:12][CH:11]=[CH:10][CH:9]=1.C1([C@H](N2CC3C(=CC4N(C(C5C=CC=CC=5)(C5C=CC=CC=5)C5C=CC=CC=5)N=CC=4C=3)NC2=O)C)C=CC=CC=1.[C:97]([OH:103])([C:99]([F:102])([F:101])[F:100])=[O:98]. (3) Given the product [Br:1][C:2]1[CH:3]=[CH:4][C:5]2[N:6]([C:10]([C:11]([C:14]3[N:15]=[N:16][C:17]([Cl:20])=[CH:18][CH:19]=3)([F:13])[F:12])=[N:9][N:8]=2)[CH:7]=1, predict the reactants needed to synthesize it. The reactants are: [Br:1][C:2]1[CH:3]=[CH:4][C:5]([NH:8][NH:9][C:10](=O)[C:11]([C:14]2[N:15]=[N:16][C:17]([Cl:20])=[CH:18][CH:19]=2)([F:13])[F:12])=[N:6][CH:7]=1.P(Cl)(Cl)(Cl)(Cl)Cl.O=P(Cl)(Cl)Cl. (4) Given the product [CH2:1]([O:3][C:4]([C:5]1[NH:22][C:21]([C:11]2[C:20]3[C:15](=[CH:16][CH:17]=[CH:18][CH:19]=3)[CH:14]=[CH:13][CH:12]=2)=[N:25][C:6]=1[CH3:7])=[O:10])[CH3:2], predict the reactants needed to synthesize it. The reactants are: [CH2:1]([O:3][C:4](=[O:10])[C:5](=O)[C:6](=O)[CH3:7])[CH3:2].[C:11]1([CH2:21][NH2:22])[C:20]2[C:15](=[CH:16][CH:17]=[CH:18][CH:19]=2)[CH:14]=[CH:13][CH:12]=1.C(#[N:25])C. (5) Given the product [Cl:1][C:2]1[CH:7]=[CH:6][C:5]([O:8][C:9]2[CH:14]=[CH:13][C:12]([CH2:15][CH2:16][I:46])=[CH:11][CH:10]=2)=[CH:4][C:3]=1[C:18]([F:21])([F:20])[F:19], predict the reactants needed to synthesize it. The reactants are: [Cl:1][C:2]1[CH:7]=[CH:6][C:5]([O:8][C:9]2[CH:14]=[CH:13][C:12]([CH2:15][CH2:16]O)=[CH:11][CH:10]=2)=[CH:4][C:3]=1[C:18]([F:21])([F:20])[F:19].C1C=CC(P(C2C=CC=CC=2)C2C=CC=CC=2)=CC=1.N1C=CN=C1.[I-:46].